This data is from Full USPTO retrosynthesis dataset with 1.9M reactions from patents (1976-2016). The task is: Predict the reactants needed to synthesize the given product. (1) Given the product [Si:1]([O:8][CH2:9][CH2:10][N:11]([C:37]#[N:36])[C:12]1[CH:17]=[CH:16][C:15]([NH:18][C:19](=[O:35])[C:20]2[CH:25]=[CH:24][N:23]=[CH:22][C:21]=2[NH:26][C:27]([C:29]2[S:30][C:31]([Cl:34])=[CH:32][CH:33]=2)=[O:28])=[CH:14][CH:13]=1)([C:4]([CH3:7])([CH3:5])[CH3:6])([CH3:3])[CH3:2], predict the reactants needed to synthesize it. The reactants are: [Si:1]([O:8][CH2:9][CH2:10][NH:11][C:12]1[CH:17]=[CH:16][C:15]([NH:18][C:19](=[O:35])[C:20]2[CH:25]=[CH:24][N:23]=[CH:22][C:21]=2[NH:26][C:27]([C:29]2[S:30][C:31]([Cl:34])=[CH:32][CH:33]=2)=[O:28])=[CH:14][CH:13]=1)([C:4]([CH3:7])([CH3:6])[CH3:5])([CH3:3])[CH3:2].[N:36]#[C:37]Br.C(=O)(O)[O-].[Na+]. (2) Given the product [S:26]1[C:27]2[CH:32]=[CH:31][CH:30]=[CH:29][C:28]=2[C:24]([N:18]2[CH2:19][CH2:20][N:21]([CH2:2][C:3]([C:5]3[C:6]([CH3:16])=[C:7]([NH:12][C:13](=[O:15])[CH3:14])[C:8]([CH3:11])=[CH:9][CH:10]=3)=[O:4])[CH2:22][CH2:23]2)=[N:25]1, predict the reactants needed to synthesize it. The reactants are: Cl[CH2:2][C:3]([C:5]1[C:6]([CH3:16])=[C:7]([NH:12][C:13](=[O:15])[CH3:14])[C:8]([CH3:11])=[CH:9][CH:10]=1)=[O:4].Cl.[N:18]1([C:24]2[C:28]3[CH:29]=[CH:30][CH:31]=[CH:32][C:27]=3[S:26][N:25]=2)[CH2:23][CH2:22][NH:21][CH2:20][CH2:19]1. (3) Given the product [N:3]1[CH:8]=[CH:7][CH:6]=[C:5]([C:9]2([C:12]([OH:14])=[O:13])[CH2:10][CH2:11]2)[N:4]=1, predict the reactants needed to synthesize it. The reactants are: [OH-].[Li+].[N:3]1[CH:8]=[CH:7][CH:6]=[C:5]([C:9]2([C:12]([O:14]CC)=[O:13])[CH2:11][CH2:10]2)[N:4]=1.